Dataset: Full USPTO retrosynthesis dataset with 1.9M reactions from patents (1976-2016). Task: Predict the reactants needed to synthesize the given product. (1) Given the product [ClH:26].[Cl:41][C:42]1[CH:3]=[C:2]2[C:45](=[CH:44][CH:43]=1)[CH:47]=[C:48]([S:49]([NH:52][C@H:53]1[CH2:57][CH2:56][N:55]([C:58]3[CH:59]=[CH:60][C:61]4[CH2:67][NH:66][CH2:65][CH2:64][CH2:63][C:62]=4[CH:75]=3)[C:54]1=[O:76])(=[O:50])=[O:51])[CH:5]=[CH:6]2, predict the reactants needed to synthesize it. The reactants are: N[C@H:2]1[CH2:6][CH2:5]N(C2C=CC3CN(C(OC(C)(C)C)=O)[CH2:5][CH2:6][CH2:2][C:3]=3C=2)[C:3]1=O.[Cl:26]C1C=C2C(=CC=1)C=C(S(Cl)(=O)=O)C=C2.[Cl:41][C:42]1S[C:45](/[CH:47]=[CH:48]/[S:49]([NH:52][C@H:53]2[CH2:57][CH2:56][N:55]([C:58]3[CH:59]=[CH:60][C:61]4[CH2:67][N:66](C(OC(C)(C)C)=O)[CH2:65][CH2:64][CH2:63][C:62]=4[CH:75]=3)[C:54]2=[O:76])(=[O:51])=[O:50])=[CH:44][CH:43]=1. (2) Given the product [CH:2]1([CH2:1][N:8]2[CH2:12][CH2:11][N:10]([C:13]3[S:14][C:15]([C:19]([NH:42][CH2:43][C:44]4[CH:45]=[N:46][CH:47]=[CH:48][CH:49]=4)=[O:21])=[C:16]([CH3:18])[N:17]=3)[C:9]2=[O:22])[CH2:7][CH2:6]1, predict the reactants needed to synthesize it. The reactants are: [CH2:1]([N:8]1[CH2:12][CH2:11][N:10]([C:13]2[S:14][C:15]([C:19]([OH:21])=O)=[C:16]([CH3:18])[N:17]=2)[C:9]1=[O:22])[C:2]1[CH:7]=[CH:6]C=CC=1.C1(CN2CCN(C3SC(C(O)=O)=C(C)N=3)C2=O)CC1.[NH2:42][CH2:43][C:44]1[CH:45]=[N:46][CH:47]=[CH:48][CH:49]=1. (3) Given the product [F:2][C:3]1[CH:8]=[CH:7][C:6]([C:9]2[CH2:14][CH2:13][N:12]([CH2:16][CH2:17][CH2:18][C:19]3[CH:32]=[CH:31][C:30]4[NH:29][C:28](=[O:33])[C:27]5[C:22](=[CH:23][CH:24]=[CH:25][CH:26]=5)[C:21]=4[CH:20]=3)[CH2:11][CH:10]=2)=[CH:5][CH:4]=1, predict the reactants needed to synthesize it. The reactants are: Cl.[F:2][C:3]1[CH:8]=[CH:7][C:6]([C:9]2[CH2:10][CH2:11][NH:12][CH2:13][CH:14]=2)=[CH:5][CH:4]=1.Br[CH2:16][CH2:17][CH2:18][C:19]1[CH:32]=[CH:31][C:30]2[NH:29][C:28](=[O:33])[C:27]3[C:22](=[CH:23][CH:24]=[CH:25][CH:26]=3)[C:21]=2[CH:20]=1.C(N(CC)CC)C.O. (4) Given the product [C:8]([OH:10])(=[O:9])[CH3:7].[CH3:1][CH:2]1[CH2:3][CH2:4][NH:5][CH2:6][CH:7]1[C:8]([OH:10])=[O:9], predict the reactants needed to synthesize it. The reactants are: [CH3:1][C:2]1[C:7]([C:8]([OH:10])=[O:9])=[CH:6][N:5]=[CH:4][CH:3]=1. (5) Given the product [CH3:11][CH2:10][CH2:9][CH:8]([CH3:13])[CH3:7].[C:15]([O:17][CH2:18][CH3:25])(=[O:16])[CH3:3].[CH3:1][C:2]1[O:6][C:5]([CH2:7][C:8]2[CH:13]=[CH:12][CH:11]=[C:10]([CH3:14])[CH:9]=2)=[N:4][C:3]=1[CH2:15][OH:16], predict the reactants needed to synthesize it. The reactants are: [CH3:1][C:2]1[O:6][C:5]([CH2:7][C:8]2[CH:13]=[CH:12][CH:11]=[C:10]([CH3:14])[CH:9]=2)=[N:4][C:3]=1[C:15]([O:17][CH3:18])=[O:16].[H-].[Al+3].[Li+].[H-].[H-].[H-].[CH2:25]1COCC1. (6) Given the product [N:55]1([C:60]([NH:2][C@@H:3]2[C:17](=[O:18])[N:16]3[CH2:19][C@H:20]([O:22][C:23]4[C:32]5[C:27](=[C:28]([CH3:35])[C:29]([O:33][CH3:34])=[CH:30][CH:31]=5)[N:26]=[C:25]([C:36]5[S:37][CH:38]=[C:39]([CH:41]6[CH2:42][CH2:43]6)[N:40]=5)[CH:24]=4)[CH2:21][C@H:15]3[C:14](=[O:44])[NH:13][C@:12]3([C:46]([NH:48][S:49]([CH:52]4[CH2:54][CH2:53]4)(=[O:50])=[O:51])=[O:47])[CH2:45][C@H:11]3[CH:10]=[CH:9][CH2:8][CH2:7][CH2:6][CH2:5][CH2:4]2)=[O:61])[CH2:57][CH2:58][CH2:59]1, predict the reactants needed to synthesize it. The reactants are: Cl.[NH2:2][C@@H:3]1[C:17](=[O:18])[N:16]2[CH2:19][C@H:20]([O:22][C:23]3[C:32]4[C:27](=[C:28]([CH3:35])[C:29]([O:33][CH3:34])=[CH:30][CH:31]=4)[N:26]=[C:25]([C:36]4[S:37][CH:38]=[C:39]([CH:41]5[CH2:43][CH2:42]5)[N:40]=4)[CH:24]=3)[CH2:21][C@H:15]2[C:14](=[O:44])[NH:13][C@:12]2([C:46]([NH:48][S:49]([CH:52]3[CH2:54][CH2:53]3)(=[O:51])=[O:50])=[O:47])[CH2:45][C@H:11]2[CH:10]=[CH:9][CH2:8][CH2:7][CH2:6][CH2:5][CH2:4]1.[N:55]1([C:60](Cl)=[O:61])[CH2:59][CH2:58][CH2:57]C1.CCN(C(C)C)C(C)C.Cl.N1CCC1. (7) Given the product [Br:8][C:5]1[CH:6]=[CH:7][C:2]([NH:13][CH2:14][C:15]2([OH:20])[CH2:19][CH2:18][CH2:17][CH2:16]2)=[C:3]([N+:9]([O-:11])=[O:10])[CH:4]=1, predict the reactants needed to synthesize it. The reactants are: Br[C:2]1[CH:7]=[CH:6][C:5]([Br:8])=[CH:4][C:3]=1[N+:9]([O-:11])=[O:10].Cl.[NH2:13][CH2:14][C:15]1([OH:20])[CH2:19][CH2:18][CH2:17][CH2:16]1.C(N(CC)C(C)C)(C)C. (8) Given the product [O:24]=[C:22]1[CH:16]([N:15]2[C:1](=[O:13])[C:2]3[C:3](=[CH:8][CH:9]=[CH:10][CH:11]=3)[C:4]2=[O:6])[CH2:17][CH2:18][C:19](=[O:21])[NH:20]1, predict the reactants needed to synthesize it. The reactants are: [C:1]([O:13]C)(=O)[C:2]1[C:3](=[CH:8][CH:9]=[CH:10][CH:11]=1)[C:4]([O:6]C)=O.[NH2:15][C@H:16]([C:22]([OH:24])=O)[CH2:17][CH2:18][C:19](=[O:21])[NH2:20].C(C1NC=CN=1)(C1NC=CN=1)=O.